This data is from Full USPTO retrosynthesis dataset with 1.9M reactions from patents (1976-2016). The task is: Predict the reactants needed to synthesize the given product. (1) Given the product [F:37][C:36]([F:39])([F:38])[C:32]1[CH:31]=[C:30]([CH:35]=[CH:34][CH:33]=1)[CH2:29][N:26]1[CH2:27][C@H:28]2[C@@H:21]([NH:20][C:18]([CH:17]3[CH2:40][CH2:41][CH2:42][CH2:16]3)=[O:19])[CH2:22][CH2:23][C@H:24]2[CH2:25]1, predict the reactants needed to synthesize it. The reactants are: C1(C2(C(O)=O)CCCC2)C=CC=CC=1.C[CH:16](C)[CH:17]([C:40]1C=CC=[CH:42][CH:41]=1)[C:18]([NH:20][C@@H:21]1[C@H:28]2[C@H:24]([CH2:25][N:26]([CH2:29][C:30]3[CH:35]=[CH:34][CH:33]=[C:32]([C:36]([F:39])([F:38])[F:37])[CH:31]=3)[CH2:27]2)[CH2:23][CH2:22]1)=[O:19].C(N1C[C@H]2C(N)CC[C@H]2C1)C1C=CC=CC=1. (2) Given the product [OH:1][C@H:2]1[CH2:7][CH2:6][C@H:5]([C:8]([O:10][CH3:11])=[O:9])[CH2:4][CH2:3]1, predict the reactants needed to synthesize it. The reactants are: [OH:1][CH:2]1[CH2:7][CH2:6][CH:5]([C:8]([OH:10])=[O:9])[CH2:4][CH2:3]1.[C:11]1(C)C=CC=CC=1.C[Si](C=[N+]=[N-])(C)C. (3) Given the product [C:1]([O:5][C:6]([N:8]1[CH2:9][C:10]([CH3:20])([CH3:19])[C:11]2[NH:22][N:15]=[CH:14][C:12]=2[CH2:13]1)=[O:7])([CH3:4])([CH3:3])[CH3:2], predict the reactants needed to synthesize it. The reactants are: [C:1]([O:5][C:6]([N:8]1[CH2:13][C:12](=[CH:14][N:15](C)C)[C:11](=O)[C:10]([CH3:20])([CH3:19])[CH2:9]1)=[O:7])([CH3:4])([CH3:3])[CH3:2].O.[NH2:22]N. (4) Given the product [Br:24][C:20]1[N:19]=[C:18]([CH2:17][N:8]2[C:9]3[C:14](=[CH:13][CH:12]=[CH:11][CH:10]=3)[C:15](=[O:16])[C:6]([C:4]([C:30]3[N:31]=[CH:32][C:27]([Br:26])=[CH:28][N:29]=3)=[O:5])=[CH:7]2)[CH:23]=[CH:22][CH:21]=1, predict the reactants needed to synthesize it. The reactants are: CON(C)[C:4]([C:6]1[C:15](=[O:16])[C:14]2[C:9](=[CH:10][CH:11]=[CH:12][CH:13]=2)[N:8]([CH2:17][C:18]2[CH:23]=[CH:22][CH:21]=[C:20]([Br:24])[N:19]=2)[CH:7]=1)=[O:5].[Br:26][C:27]1[CH:28]=[N:29][C:30](I)=[N:31][CH:32]=1.C([Mg]Cl)(C)C. (5) Given the product [C:1]([O:5][C:6]([N:8]1[C:16]2[C:11](=[CH:12][CH:13]=[CH:14][CH:15]=2)[C:10]([CH2:17][O:18][S:27]([CH3:26])(=[O:29])=[O:28])=[CH:9]1)=[O:7])([CH3:4])([CH3:2])[CH3:3], predict the reactants needed to synthesize it. The reactants are: [C:1]([O:5][C:6]([N:8]1[C:16]2[C:11](=[CH:12][CH:13]=[CH:14][CH:15]=2)[C:10]([CH2:17][OH:18])=[CH:9]1)=[O:7])([CH3:4])([CH3:3])[CH3:2].C(N(CC)CC)C.[CH3:26][S:27](Cl)(=[O:29])=[O:28]. (6) Given the product [CH2:1]([NH:7][C:8]([N:10]1[CH:15]=[C:14]([C:16]2[CH:17]=[CH:18][CH:19]=[CH:20][CH:21]=2)[C:13](=[O:22])[N:12]([C:25]([O:27][CH2:28][CH:29]([CH3:31])[CH3:30])=[O:26])[C:11]1=[O:23])=[O:9])[CH2:2][CH2:3][CH2:4][CH2:5][CH3:6], predict the reactants needed to synthesize it. The reactants are: [CH2:1]([NH:7][C:8]([N:10]1[CH:15]=[C:14]([C:16]2[CH:21]=[CH:20][CH:19]=[CH:18][CH:17]=2)[C:13](=[O:22])[NH:12][C:11]1=[O:23])=[O:9])[CH2:2][CH2:3][CH2:4][CH2:5][CH3:6].Cl[C:25]([O:27][CH2:28][CH:29]([CH3:31])[CH3:30])=[O:26]. (7) Given the product [CH3:1][O:2][C:3](=[O:28])[CH2:4][CH2:5][CH2:6][CH2:7][CH2:8][NH:9][C:10]1[C:11]2[C:18]([C:19]3[CH:24]=[CH:23][C:22]([O:25][CH3:26])=[CH:21][CH:20]=3)=[C:17]([C:31]3[C:30]([F:29])=[CH:35][CH:34]=[CH:33][C:32]=3[F:36])[O:16][C:12]=2[N:13]=[CH:14][N:15]=1, predict the reactants needed to synthesize it. The reactants are: [CH3:1][O:2][C:3](=[O:28])[CH2:4][CH2:5][CH2:6][CH2:7][CH2:8][NH:9][C:10]1[C:11]2[C:18]([C:19]3[CH:24]=[CH:23][C:22]([O:25][CH3:26])=[CH:21][CH:20]=3)=[C:17](Br)[O:16][C:12]=2[N:13]=[CH:14][N:15]=1.[F:29][C:30]1[CH:35]=[CH:34][CH:33]=[C:32]([F:36])[C:31]=1B(O)O.C(=O)([O-])[O-].[Na+].[Na+].